This data is from Full USPTO retrosynthesis dataset with 1.9M reactions from patents (1976-2016). The task is: Predict the reactants needed to synthesize the given product. (1) The reactants are: [OH:1][C@H:2]1[C@@H:6]([CH2:7][NH:8][C:9]([O:11][CH2:12][C:13]2[CH:18]=[CH:17][CH:16]=[CH:15][CH:14]=2)=[O:10])[CH2:5][N:4](C(OC(C)(C)C)=O)[CH2:3]1.FC(F)(F)C(O)=O.CO.CC[NH+](CC)CC.CC[NH+](CC)CC.C([O-])([O-])=O. Given the product [OH:1][C@@H:2]1[CH2:3][NH:4][CH2:5][C@@H:6]1[CH2:7][NH:8][C:9](=[O:10])[O:11][CH2:12][C:13]1[CH:18]=[CH:17][CH:16]=[CH:15][CH:14]=1, predict the reactants needed to synthesize it. (2) Given the product [Cl:33][C:26]1[C:27]([OH:32])=[CH:28][CH:29]=[C:30]([F:31])[C:25]=1[NH:24][C:4](=[O:6])[C:3]1[CH:7]=[C:8]([C:11]2[CH:16]=[CH:15][CH:14]=[C:13]([F:17])[CH:12]=2)[CH:9]=[CH:10][C:2]=1[F:1], predict the reactants needed to synthesize it. The reactants are: [F:1][C:2]1[CH:10]=[CH:9][C:8]([C:11]2[CH:16]=[CH:15][CH:14]=[C:13]([F:17])[CH:12]=2)=[CH:7][C:3]=1[C:4]([OH:6])=O.C(Cl)(C(Cl)=O)=O.[NH2:24][C:25]1[C:26]([Cl:33])=[C:27]([OH:32])[CH:28]=[CH:29][C:30]=1[F:31].C([O-])(O)=O.[Na+]. (3) Given the product [CH2:51]([CH:38]([CH2:39][CH2:40][CH2:41][CH2:42][CH2:43][CH3:44])[CH2:37][N:36]=[C:34]([C:19]1[C:20]2[C:21]([C:31]([OH:33])=[O:32])=[C:22]([Br:30])[C:23]([Br:29])=[C:24]([C:26]([OH:28])=[O:27])[C:25]=2[C:16]([C:14](=[N:13][CH2:12][CH:11]([CH2:1][CH2:2][CH2:3][CH3:4])[CH2:63][CH2:64][CH2:65][CH2:66][CH2:67][CH3:68])[OH:15])=[C:17]([Br:62])[C:18]=1[Br:61])[OH:35])[CH2:52][CH2:53][CH3:54], predict the reactants needed to synthesize it. The reactants are: [CH2:1]([CH:11]([CH2:63][CH2:64][CH2:65][CH2:66][CH2:67][CH2:68]CCCCCC)[CH2:12][N:13]=[C:14]([C:16]1[C:25]2[C:24]([C:26]([OH:28])=[O:27])=[C:23]([Br:29])[C:22]([Br:30])=[C:21]([C:31]([OH:33])=[O:32])[C:20]=2[C:19]([C:34](=[N:36][CH2:37][CH:38]([CH2:51][CH2:52][CH2:53][CH2:54]CCCCCC)[CH2:39][CH2:40][CH2:41][CH2:42][CH2:43][CH2:44]CCCCCC)[OH:35])=[C:18]([Br:61])[C:17]=1[Br:62])[OH:15])[CH2:2][CH2:3][CH2:4]CCCCCC.C(C(CCCCCC)CN)CCC. (4) Given the product [Si:5]([C@@:11]1([OH:12])[C@@H:13]([CH2:14][O:15][Si:5]([C:2]([CH3:4])([CH3:3])[CH3:1])([CH3:7])[CH3:6])[O:16][C@@H:9]([N:17]2[C:26]3[N:25]=[CH:24][N:23]=[C:21]([OH:22])[C:20]=3[N:19]=[CH:18]2)[CH2:10]1)([C:2]([CH3:4])([CH3:3])[CH3:1])([CH3:7])[CH3:6], predict the reactants needed to synthesize it. The reactants are: [CH3:1][C:2]([Si:5](Cl)([CH3:7])[CH3:6])([CH3:4])[CH3:3].[C@@H:9]1([N:17]2[C:26]3[N:25]=[CH:24][N:23]=[C:21]([OH:22])[C:20]=3[N:19]=[CH:18]2)[O:16][C@H:13]([CH2:14][OH:15])[C@@H:11]([OH:12])[CH2:10]1. (5) Given the product [Cl:20][C:16]1[CH:15]=[C:14]([NH:13][C:11]([C:8]2[N:6]3[N:7]=[C:2]([NH:40][CH:37]4[CH2:38][CH2:39][S:34][CH2:35][CH2:36]4)[CH:3]=[C:4]([N:21]([CH:31]4[CH2:32][CH2:33]4)[CH2:22][C:23]4[CH:28]=[CH:27][C:26]([O:29][CH3:30])=[CH:25][CH:24]=4)[C:5]3=[N:10][CH:9]=2)=[O:12])[CH:19]=[CH:18][N:17]=1, predict the reactants needed to synthesize it. The reactants are: Cl[C:2]1[CH:3]=[C:4]([N:21]([CH:31]2[CH2:33][CH2:32]2)[CH2:22][C:23]2[CH:28]=[CH:27][C:26]([O:29][CH3:30])=[CH:25][CH:24]=2)[C:5]2[N:6]([C:8]([C:11]([NH:13][C:14]3[CH:19]=[CH:18][N:17]=[C:16]([Cl:20])[CH:15]=3)=[O:12])=[CH:9][N:10]=2)[N:7]=1.[S:34]1[CH2:39][CH2:38][CH:37]([NH2:40])[CH2:36][CH2:35]1.CN1C(=O)CCC1.